Predict the reaction yield, written as a fraction of the theoretical maximum amount of product (1.0 means a 100% yield; for example, 0.34 means a 34% yield). From a dataset of Reaction yield outcomes from USPTO patents with 853,638 reactions. (1) The reactants are [Cl:1][C:2]1[N:7]=[C:6]([CH:8]([OH:11])[C:9]#[CH:10])[C:5]2[C:12]([O:34][CH3:35])=[N:13][N:14]([C:15]([C:28]3[CH:33]=[CH:32][CH:31]=[CH:30][CH:29]=3)([C:22]3[CH:27]=[CH:26][CH:25]=[CH:24][CH:23]=3)[C:16]3[CH:21]=[CH:20][CH:19]=[CH:18][CH:17]=3)[C:4]=2[CH:3]=1.CC(OI1(OC(C)=O)(OC(C)=O)OC(=O)C2C1=CC=CC=2)=O.S([O-])([O-])(=O)=S.[Na+].[Na+].C(=O)(O)[O-].[Na+]. The catalyst is C(Cl)Cl. The product is [Cl:1][C:2]1[N:7]=[C:6]([C:8](=[O:11])[C:9]#[CH:10])[C:5]2[C:12]([O:34][CH3:35])=[N:13][N:14]([C:15]([C:28]3[CH:29]=[CH:30][CH:31]=[CH:32][CH:33]=3)([C:22]3[CH:23]=[CH:24][CH:25]=[CH:26][CH:27]=3)[C:16]3[CH:21]=[CH:20][CH:19]=[CH:18][CH:17]=3)[C:4]=2[CH:3]=1. The yield is 0.535. (2) The yield is 0.0360. The product is [Br:25][C:26]1[C:27]([CH3:43])=[N:28][O:29][C:30]=1[NH:31][S:32]([C:35]1[CH:39]=[CH:38][S:37][C:36]=1[C:40]([NH:42][C:13](=[O:24])[C:14]1[CH:22]=[CH:21][C:20]2[O:19][CH2:18][O:17][C:16]=2[CH:15]=1)=[O:41])(=[O:34])=[O:33]. The catalyst is C1COCC1.O. The reactants are C(N1C=CN=C1)(N1C=CN=C1)=O.[C:13]([OH:24])(=O)[C:14]1[CH:22]=[CH:21][C:20]2[O:19][CH2:18][O:17][C:16]=2[CH:15]=1.[Br:25][C:26]1[C:27]([CH3:43])=[N:28][O:29][C:30]=1[NH:31][S:32]([C:35]1[CH:39]=[CH:38][S:37][C:36]=1[C:40]([NH2:42])=[O:41])(=[O:34])=[O:33].[H-].[Na+].